This data is from Full USPTO retrosynthesis dataset with 1.9M reactions from patents (1976-2016). The task is: Predict the reactants needed to synthesize the given product. (1) Given the product [F:3][C:4]1[CH:18]=[C:17]([CH2:19][O:20][C:22]2[CH:23]=[C:24]3[N:31]([CH3:32])[CH2:30][CH2:29][N:25]3[C:26](=[O:28])[N:27]=2)[CH:16]=[CH:15][C:5]=1[O:6][C:7]1[CH:8]=[N:9][CH:10]=[C:11]([CH:14]=1)[C:12]#[N:13], predict the reactants needed to synthesize it. The reactants are: [H-].[Na+].[F:3][C:4]1[CH:18]=[C:17]([CH2:19][OH:20])[CH:16]=[CH:15][C:5]=1[O:6][C:7]1[CH:8]=[N:9][CH:10]=[C:11]([CH:14]=1)[C:12]#[N:13].Cl[C:22]1[CH:23]=[C:24]2[N:31]([CH3:32])[CH2:30][CH2:29][N:25]2[C:26](=[O:28])[N:27]=1. (2) The reactants are: [CH3:1][C:2]1[CH:3]=[CH:4][C:5]([NH2:8])=[N:6][CH:7]=1.[Cl-].C[Al+]C.[CH3:13][O:14][C:15]1[CH:58]=[C:57]([O:59][CH3:60])[CH:56]=[CH:55][C:16]=1[CH2:17][N:18]([CH2:44][C:45]1[CH:50]=[CH:49][C:48]([O:51][CH3:52])=[CH:47][C:46]=1[O:53][CH3:54])[C:19]([C:21]1[N:22]=[CH:23][C:24]([O:27][C:28]2[C:29]3[C:33]([CH:34]=[C:35]([C:37](OCC)=[O:38])[CH:36]=2)=[N:32][N:31]([CH2:42][CH3:43])[CH:30]=3)=[N:25][CH:26]=1)=[O:20].[Cl-].[NH4+]. Given the product [CH3:54][O:53][C:46]1[CH:47]=[C:48]([O:51][CH3:52])[CH:49]=[CH:50][C:45]=1[CH2:44][N:18]([CH2:17][C:16]1[CH:55]=[CH:56][C:57]([O:59][CH3:60])=[CH:58][C:15]=1[O:14][CH3:13])[C:19]([C:21]1[N:22]=[CH:23][C:24]([O:27][C:28]2[C:29]3[C:33]([CH:34]=[C:35]([C:37]([NH:8][C:5]4[CH:4]=[CH:3][C:2]([CH3:1])=[CH:7][N:6]=4)=[O:38])[CH:36]=2)=[N:32][N:31]([CH2:42][CH3:43])[CH:30]=3)=[N:25][CH:26]=1)=[O:20], predict the reactants needed to synthesize it. (3) Given the product [CH2:6]([O:20][C:19]([CH:13]1[CH2:12][CH:11]2[CH:16]([CH2:17][CH2:18][CH:9]([CH2:8][CH2:7][C:6]3[NH:2][N:3]=[N:4][N:5]=3)[CH2:10]2)[CH2:15][NH:14]1)=[O:21])[CH2:7][CH2:8][CH2:9][CH2:18][CH2:17][CH2:16][CH2:11][CH2:12][CH3:13], predict the reactants needed to synthesize it. The reactants are: O.[NH:2]1[C:6]([CH2:7][CH2:8][CH:9]2[CH2:18][CH2:17][CH:16]3[CH:11]([CH2:12][CH:13]([C:19]([OH:21])=[O:20])[NH:14][CH2:15]3)[CH2:10]2)=[N:5][N:4]=[N:3]1.Cl. (4) Given the product [Br:1][C:2]1[CH:3]=[C:4]([C:8]2[C:10]3[C:11](=[C:12]([C:16]([F:19])([F:18])[F:17])[CH:13]=[CH:14][CH:15]=3)[N:29]=[C:21]([C:22]3[CH:27]=[CH:26][CH:25]=[CH:24][CH:23]=3)[N:28]=2)[CH:5]=[CH:6][CH:7]=1, predict the reactants needed to synthesize it. The reactants are: [Br:1][C:2]1[CH:3]=[C:4]([C:8]([C:10]2[CH:15]=[CH:14][CH:13]=[C:12]([C:16]([F:19])([F:18])[F:17])[C:11]=2F)=O)[CH:5]=[CH:6][CH:7]=1.[C:21]([NH2:29])(=[NH:28])[C:22]1[CH:27]=[CH:26][CH:25]=[CH:24][CH:23]=1.C(=O)([O-])[O-].[Cs+].[Cs+].O.